This data is from TCR-epitope binding with 47,182 pairs between 192 epitopes and 23,139 TCRs. The task is: Binary Classification. Given a T-cell receptor sequence (or CDR3 region) and an epitope sequence, predict whether binding occurs between them. (1) The epitope is ITEEVGHTDLMAAY. The TCR CDR3 sequence is CASSQGSGTGYNEQFF. Result: 0 (the TCR does not bind to the epitope). (2) The epitope is KLPDDFTGCV. The TCR CDR3 sequence is CSVEGTSAYEQYF. Result: 1 (the TCR binds to the epitope). (3) The epitope is EEHVQIHTI. The TCR CDR3 sequence is CASSLSSGMVYNEQFF. Result: 0 (the TCR does not bind to the epitope). (4) The TCR CDR3 sequence is CASSFGLGPIYEQYF. The epitope is LPPAYTNSF. Result: 0 (the TCR does not bind to the epitope). (5) The TCR CDR3 sequence is CASTYDRGFTGELFF. The epitope is CTELKLSDY. Result: 0 (the TCR does not bind to the epitope). (6) The epitope is RIFTIGTVTLK. The TCR CDR3 sequence is CASSLADPGKNIQYF. Result: 0 (the TCR does not bind to the epitope). (7) The epitope is RLYYDSMSY. The TCR CDR3 sequence is CASSLGLDTDTQYF. Result: 0 (the TCR does not bind to the epitope). (8) The epitope is ILHCANFNV. The TCR CDR3 sequence is CASSQEYRATTDTQYF. Result: 0 (the TCR does not bind to the epitope). (9) The epitope is FLNGSCGSV. The TCR CDR3 sequence is CASSHLSSGGYDEQFF. Result: 0 (the TCR does not bind to the epitope). (10) The epitope is GTSGSPIINR. Result: 0 (the TCR does not bind to the epitope). The TCR CDR3 sequence is CASSMGQGATEAFF.